This data is from Catalyst prediction with 721,799 reactions and 888 catalyst types from USPTO. The task is: Predict which catalyst facilitates the given reaction. Reactant: Br[C:2]1[CH:7]=[CH:6][CH:5]=[C:4]([C:8]([F:11])([F:10])[CH3:9])[CH:3]=1.C1(C(C2C=CC=CC=2)=[NH:19])C=CC=CC=1.C1(P(C2CCCCC2)C2C=CC=CC=2C2C(OC)=CC=CC=2OC)CCCCC1.C([O-])([O-])=O.[Cs+].[Cs+]. Product: [F:10][C:8]([C:4]1[CH:3]=[C:2]([CH:7]=[CH:6][CH:5]=1)[NH2:19])([F:11])[CH3:9]. The catalyst class is: 101.